Dataset: Peptide-MHC class II binding affinity with 134,281 pairs from IEDB. Task: Regression. Given a peptide amino acid sequence and an MHC pseudo amino acid sequence, predict their binding affinity value. This is MHC class II binding data. (1) The peptide sequence is ALSTPFLMEHTMPVT. The MHC is DRB1_0101 with pseudo-sequence DRB1_0101. The binding affinity (normalized) is 0.834. (2) The peptide sequence is AFKVAATAANAAPYN. The MHC is DRB1_0802 with pseudo-sequence DRB1_0802. The binding affinity (normalized) is 0.824. (3) The peptide sequence is WELGLSPQQICTNFK. The MHC is DRB1_0405 with pseudo-sequence DRB1_0405. The binding affinity (normalized) is 0.459.